This data is from Full USPTO retrosynthesis dataset with 1.9M reactions from patents (1976-2016). The task is: Predict the reactants needed to synthesize the given product. Given the product [C:1]([NH:18][NH2:26])(=[O:9])[C:2]1[CH:7]=[CH:6][CH:5]=[CH:4][CH:3]=1, predict the reactants needed to synthesize it. The reactants are: [C:1]([OH:9])(=O)[C:2]1[CH:7]=[CH:6][CH:5]=[CH:4][CH:3]=1.CN(C(O[N:18]1[N:26]=NC2C=CC=NC1=2)=[N+](C)C)C.F[P-](F)(F)(F)(F)F.CCN(C(C)C)C(C)C.NN.